Dataset: Full USPTO retrosynthesis dataset with 1.9M reactions from patents (1976-2016). Task: Predict the reactants needed to synthesize the given product. (1) Given the product [Cl:15][C:6]1[C:5](=[O:12])[C:4]2[C:9](=[CH:10][CH:11]=[C:2]([F:1])[C:3]=2[O:13][CH3:14])[NH:8][CH:7]=1, predict the reactants needed to synthesize it. The reactants are: [F:1][C:2]1[C:3]([O:13][CH3:14])=[C:4]2[C:9](=[CH:10][CH:11]=1)[NH:8][CH:7]=[CH:6][C:5]2=[O:12].[Cl:15]N1C(=O)CCC1=O. (2) Given the product [CH2:1]([O:3][P:4]1(=[O:5])[C:7]([C:9]2[CH:14]=[CH:13][CH:12]=[CH:11][CH:10]=2)=[CH:8][C:22]([C:23]2[CH:28]=[CH:27][CH:26]=[CH:25][CH:24]=2)=[C:21]([C:15]2[CH:20]=[CH:19][CH:18]=[CH:17][CH:16]=2)[O:6]1)[CH3:2], predict the reactants needed to synthesize it. The reactants are: [CH2:1]([O:3][P:4]([C:7]([C:9]1[CH:14]=[CH:13][CH:12]=[CH:11][CH:10]=1)=[CH2:8])(=[O:6])[OH:5])[CH3:2].[C:15]1([C:21]#[C:22][C:23]2[CH:28]=[CH:27][CH:26]=[CH:25][CH:24]=2)[CH:20]=[CH:19][CH:18]=[CH:17][CH:16]=1. (3) The reactants are: [Br:1][C:2]1[N:7]2[CH:8]=[CH:9][N:10]=[C:6]2[C:5](Br)=[N:4][CH:3]=1.[Cl:12][C:13]1[CH:14]=[C:15]([NH2:26])[CH:16]=[CH:17][C:18]=1[N:19]1[CH2:24][CH2:23][N:22]([CH3:25])[CH2:21][CH2:20]1.CCN(C(C)C)C(C)C. Given the product [NH3:4].[Br:1][C:2]1[N:7]2[CH:8]=[CH:9][N:10]=[C:6]2[C:5]([NH:26][C:15]2[CH:16]=[CH:17][C:18]([N:19]3[CH2:24][CH2:23][N:22]([CH3:25])[CH2:21][CH2:20]3)=[C:13]([Cl:12])[CH:14]=2)=[N:4][CH:3]=1, predict the reactants needed to synthesize it. (4) Given the product [OH:26][CH2:25][C:21]1[CH:22]=[C:23]2[C:18](=[CH:19][CH:20]=1)[N:17]=[CH:16][C:15]([NH:14][S:11]([C:4]1[CH:5]=[C:6]([O:9][CH3:10])[CH:7]=[CH:8][C:3]=1[O:2][CH3:1])(=[O:13])=[O:12])=[CH:24]2, predict the reactants needed to synthesize it. The reactants are: [CH3:1][O:2][C:3]1[CH:8]=[CH:7][C:6]([O:9][CH3:10])=[CH:5][C:4]=1[S:11]([NH:14][C:15]1[CH:16]=[N:17][C:18]2[C:23]([CH:24]=1)=[CH:22][C:21]([C:25](OC)=[O:26])=[CH:20][CH:19]=2)(=[O:13])=[O:12].[H-].[H-].[H-].[H-].[Li+].[Al+3]. (5) Given the product [CH-:18]1[CH:22]=[CH:21][CH:20]=[CH:19]1.[CH-:27]1[CH:31]=[CH:30][CH:29]=[CH:28]1.[Fe+2:32], predict the reactants needed to synthesize it. The reactants are: COCCOC.CC([O-])(C)C.[K+].ClC1C=CC=CC=1C([C-:18]1[CH:22]=[CH:21][CH:20]=[CH:19]1)=O.[CH-:27]1[CH:31]=[CH:30][CH:29]=[CH:28]1.[Fe+2:32].